This data is from Peptide-MHC class I binding affinity with 185,985 pairs from IEDB/IMGT. The task is: Regression. Given a peptide amino acid sequence and an MHC pseudo amino acid sequence, predict their binding affinity value. This is MHC class I binding data. (1) The peptide sequence is DEYLCVNAT. The MHC is HLA-B40:01 with pseudo-sequence HLA-B40:01. The binding affinity (normalized) is 0.0718. (2) The peptide sequence is FTNKLINGY. The MHC is HLA-B27:05 with pseudo-sequence HLA-B27:05. The binding affinity (normalized) is 0.0847. (3) The peptide sequence is YAMCTNTFVL. The MHC is HLA-A02:01 with pseudo-sequence HLA-A02:01. The binding affinity (normalized) is 0.676. (4) The peptide sequence is RTRGGVAAA. The MHC is HLA-A23:01 with pseudo-sequence HLA-A23:01. The binding affinity (normalized) is 0.0847. (5) The peptide sequence is NRYGVAYVY. The MHC is HLA-A01:01 with pseudo-sequence HLA-A01:01. The binding affinity (normalized) is 0.0847.